From a dataset of Peptide-MHC class I binding affinity with 185,985 pairs from IEDB/IMGT. Regression. Given a peptide amino acid sequence and an MHC pseudo amino acid sequence, predict their binding affinity value. This is MHC class I binding data. (1) The peptide sequence is VAANEMGLI. The MHC is HLA-A01:01 with pseudo-sequence HLA-A01:01. The binding affinity (normalized) is 0. (2) The peptide sequence is LQALSNLIL. The MHC is HLA-A23:01 with pseudo-sequence HLA-A23:01. The binding affinity (normalized) is 0.213. (3) The peptide sequence is AVIIMAINV. The MHC is HLA-A02:01 with pseudo-sequence HLA-A02:01. The binding affinity (normalized) is 0.365. (4) The peptide sequence is KLSDGVAVL. The binding affinity (normalized) is 0.189. The MHC is HLA-A02:01 with pseudo-sequence HLA-A02:01. (5) The peptide sequence is ATLLSQVEV. The MHC is HLA-A11:01 with pseudo-sequence HLA-A11:01. The binding affinity (normalized) is 0.222. (6) The peptide sequence is QELKNSAVSL. The MHC is HLA-A33:01 with pseudo-sequence HLA-A33:01. The binding affinity (normalized) is 0.